From a dataset of Full USPTO retrosynthesis dataset with 1.9M reactions from patents (1976-2016). Predict the reactants needed to synthesize the given product. The reactants are: [Cl:1][C:2]1[C:7]([N:8]2[CH:12]=[CH:11][C:10]([NH2:13])=[N:9]2)=[CH:6][CH:5]=[CH:4][N:3]=1.[I:14][C:15]1[CH:23]=[CH:22][CH:21]=[CH:20][C:16]=1[C:17](Cl)=[O:18].C(N(CC)CC)C. Given the product [Cl:1][C:2]1[C:7]([N:8]2[CH:12]=[CH:11][C:10]([NH:13][C:17](=[O:18])[C:16]3[CH:20]=[CH:21][CH:22]=[CH:23][C:15]=3[I:14])=[N:9]2)=[CH:6][CH:5]=[CH:4][N:3]=1, predict the reactants needed to synthesize it.